This data is from Reaction yield outcomes from USPTO patents with 853,638 reactions. The task is: Predict the reaction yield, written as a fraction of the theoretical maximum amount of product (1.0 means a 100% yield; for example, 0.34 means a 34% yield). (1) The reactants are Cl.[NH2:2][C:3]1[C:4]([OH:9])=[N:5][CH:6]=[N:7][CH:8]=1.C(N(CC)CC)C.[CH3:17][O:18][C:19]1[C:20](=O)[C:21](=[O:25])[C:22]=1[O:23]C. The catalyst is CO. The product is [OH:9][C:4]1[C:3]([NH:2][C:20]2[C:21](=[O:25])[C:22](=[O:23])[C:19]=2[O:18][CH3:17])=[CH:8][N:7]=[CH:6][N:5]=1. The yield is 0.790. (2) The reactants are F[C:2]1[CH:3]=[C:4]([CH:7]=[C:8]([F:10])[CH:9]=1)[C:5]#[N:6].[CH3:11][O:12][C:13]1[CH:20]=[CH:19][C:16]([CH2:17][NH2:18])=[CH:15][CH:14]=1. The catalyst is CS(C)=O.CCOCC. The product is [F:10][C:8]1[CH:7]=[C:4]([CH:3]=[C:2]([NH:18][CH2:17][C:16]2[CH:19]=[CH:20][C:13]([O:12][CH3:11])=[CH:14][CH:15]=2)[CH:9]=1)[C:5]#[N:6]. The yield is 0.760.